Dataset: NCI-60 drug combinations with 297,098 pairs across 59 cell lines. Task: Regression. Given two drug SMILES strings and cell line genomic features, predict the synergy score measuring deviation from expected non-interaction effect. (1) Drug 1: C1=CC(=CC=C1C#N)C(C2=CC=C(C=C2)C#N)N3C=NC=N3. Drug 2: CC1C(C(=O)NC(C(=O)N2CCCC2C(=O)N(CC(=O)N(C(C(=O)O1)C(C)C)C)C)C(C)C)NC(=O)C3=C4C(=C(C=C3)C)OC5=C(C(=O)C(=C(C5=N4)C(=O)NC6C(OC(=O)C(N(C(=O)CN(C(=O)C7CCCN7C(=O)C(NC6=O)C(C)C)C)C)C(C)C)C)N)C. Cell line: OVCAR-4. Synergy scores: CSS=4.82, Synergy_ZIP=-2.51, Synergy_Bliss=-0.844, Synergy_Loewe=-0.0437, Synergy_HSA=0.561. (2) Drug 1: CC1CCC2CC(C(=CC=CC=CC(CC(C(=O)C(C(C(=CC(C(=O)CC(OC(=O)C3CCCCN3C(=O)C(=O)C1(O2)O)C(C)CC4CCC(C(C4)OC)OCCO)C)C)O)OC)C)C)C)OC. Drug 2: CC1=C(N=C(N=C1N)C(CC(=O)N)NCC(C(=O)N)N)C(=O)NC(C(C2=CN=CN2)OC3C(C(C(C(O3)CO)O)O)OC4C(C(C(C(O4)CO)O)OC(=O)N)O)C(=O)NC(C)C(C(C)C(=O)NC(C(C)O)C(=O)NCCC5=NC(=CS5)C6=NC(=CS6)C(=O)NCCC[S+](C)C)O. Cell line: SR. Synergy scores: CSS=65.7, Synergy_ZIP=0.173, Synergy_Bliss=-0.855, Synergy_Loewe=-2.91, Synergy_HSA=1.01.